Dataset: Full USPTO retrosynthesis dataset with 1.9M reactions from patents (1976-2016). Task: Predict the reactants needed to synthesize the given product. (1) Given the product [CH:20]([N:24]1[CH2:4][C:3]([C:7]2[CH:12]=[C:11]([F:13])[CH:10]=[C:9]([F:14])[CH:8]=2)([OH:6])[CH2:2]1)([CH2:22][CH3:23])[CH3:21], predict the reactants needed to synthesize it. The reactants are: Cl[CH2:2][C:3]([C:7]1[CH:12]=[C:11]([F:13])[CH:10]=[C:9]([F:14])[CH:8]=1)([OH:6])[CH2:4]Cl.C(=O)(O)[O-].[Na+].[CH:20]([NH2:24])([CH2:22][CH3:23])[CH3:21]. (2) Given the product [CH2:1]([O:8][C:9]1[CH:14]=[CH:13][C:12]([Br:15])=[CH:11][C:10]=1[C:16]1[N:17]=[C:18]([NH2:23])[N:19]=[C:20]([NH:33][C:30]2[CH:31]=[CH:32][C:27]([N+:24]([O-:26])=[O:25])=[CH:28][CH:29]=2)[CH:21]=1)[C:2]1[CH:7]=[CH:6][CH:5]=[CH:4][CH:3]=1, predict the reactants needed to synthesize it. The reactants are: [CH2:1]([O:8][C:9]1[CH:14]=[CH:13][C:12]([Br:15])=[CH:11][C:10]=1[C:16]1[CH:21]=[C:20](Cl)[N:19]=[C:18]([NH2:23])[N:17]=1)[C:2]1[CH:7]=[CH:6][CH:5]=[CH:4][CH:3]=1.[N+:24]([C:27]1[CH:32]=[CH:31][C:30]([NH2:33])=[CH:29][CH:28]=1)([O-:26])=[O:25]. (3) The reactants are: [ClH:1].C(OC([NH:9][CH2:10][C@H:11]1[CH2:16][CH2:15][C@H:14]([C:17]([NH:19][C@H:20]([C:51](=[O:64])[NH:52][C:53]2[CH:58]=[CH:57][C:56]([C:59]3[N:60]=[N:61][NH:62][N:63]=3)=[CH:55][CH:54]=2)[CH2:21][C:22]2[CH:27]=[CH:26][C:25]([C:28]3[CH:33]=[CH:32][C:31]([S:34]([NH:37][C@@H:38]4[CH2:42][CH2:41][N:40](C(OC(C)(C)C)=O)[CH2:39]4)(=[O:36])=[O:35])=[CH:30][C:29]=3[CH3:50])=[CH:24][CH:23]=2)=[O:18])[CH2:13][CH2:12]1)=O)(C)(C)C. Given the product [ClH:1].[NH2:9][CH2:10][C@H:11]1[CH2:16][CH2:15][C@H:14]([C:17]([NH:19][C@@H:20]([CH2:21][C:22]2[CH:27]=[CH:26][C:25]([C:28]3[CH:33]=[CH:32][C:31]([S:34](=[O:35])(=[O:36])[NH:37][C@@H:38]4[CH2:42][CH2:41][NH:40][CH2:39]4)=[CH:30][C:29]=3[CH3:50])=[CH:24][CH:23]=2)[C:51](=[O:64])[NH:52][C:53]2[CH:58]=[CH:57][C:56]([C:59]3[N:63]=[N:62][NH:61][N:60]=3)=[CH:55][CH:54]=2)=[O:18])[CH2:13][CH2:12]1, predict the reactants needed to synthesize it. (4) Given the product [C:19]([O-:21])(=[O:20])[CH3:18].[NH4+:9].[F:1][C:2]1[CH:3]=[CH:4][C:5]([C:8]2[C:26]([C:27]([NH:28][CH3:29])=[O:30])=[C:11]3[CH:12]=[C:13]([C:16]4[CH:17]=[C:18]([C:19](=[O:21])[NH:42][C:39]5([C:36]6[CH:37]=[CH:38][C:33]([F:32])=[CH:34][CH:35]=6)[CH2:41][CH2:40]5)[CH:22]=[CH:23][C:24]=4[CH3:25])[CH:14]=[CH:15][N:10]3[N:9]=2)=[CH:6][CH:7]=1, predict the reactants needed to synthesize it. The reactants are: [F:1][C:2]1[CH:7]=[CH:6][C:5]([C:8]2[C:26]([C:27](=[O:30])[NH:28][CH3:29])=[C:11]3[CH:12]=[C:13]([C:16]4[CH:17]=[C:18]([CH:22]=[CH:23][C:24]=4[CH3:25])[C:19]([OH:21])=[O:20])[CH:14]=[CH:15][N:10]3[N:9]=2)=[CH:4][CH:3]=1.Cl.[F:32][C:33]1[CH:38]=[CH:37][C:36]([C:39]2([NH2:42])[CH2:41][CH2:40]2)=[CH:35][CH:34]=1.